Dataset: CYP3A4 inhibition data for predicting drug metabolism from PubChem BioAssay. Task: Regression/Classification. Given a drug SMILES string, predict its absorption, distribution, metabolism, or excretion properties. Task type varies by dataset: regression for continuous measurements (e.g., permeability, clearance, half-life) or binary classification for categorical outcomes (e.g., BBB penetration, CYP inhibition). Dataset: cyp3a4_veith. The drug is COC(=O)c1cc(=O)n(C2CC2)c(=NC2CC2)s1. The result is 0 (non-inhibitor).